From a dataset of Full USPTO retrosynthesis dataset with 1.9M reactions from patents (1976-2016). Predict the reactants needed to synthesize the given product. (1) Given the product [Cl:19][C:5]1[C:6]([NH:8][C:9]2[CH:18]=[CH:17][CH:16]=[CH:15][C:10]=2[O:11][CH2:12][C:13]#[N:14])=[N:7][C:2]([NH:20][C:21]2[CH:34]=[CH:33][C:24]3[CH2:25][CH2:26][CH2:27][C:28](=[O:32])[N:29]([CH2:30][CH3:31])[C:23]=3[CH:22]=2)=[N:3][CH:4]=1, predict the reactants needed to synthesize it. The reactants are: Cl[C:2]1[N:7]=[C:6]([NH:8][C:9]2[CH:18]=[CH:17][CH:16]=[CH:15][C:10]=2[O:11][CH2:12][C:13]#[N:14])[C:5]([Cl:19])=[CH:4][N:3]=1.[NH2:20][C:21]1[CH:34]=[CH:33][C:24]2[CH2:25][CH2:26][CH2:27][C:28](=[O:32])[N:29]([CH2:30][CH3:31])[C:23]=2[CH:22]=1. (2) Given the product [Cl:1][C:2]1[CH:3]=[CH:4][C:5]([S:8]([N:11]([CH2:20][C:21]2[CH:26]=[CH:25][C:24]([C:27]#[N:28])=[CH:23][CH:22]=2)[CH2:12][C:13]2[CH:18]=[CH:17][CH:16]=[CH:15][N:14]=2)(=[O:10])=[O:9])=[CH:6][CH:7]=1, predict the reactants needed to synthesize it. The reactants are: [Cl:1][C:2]1[CH:7]=[CH:6][C:5]([S:8]([NH:11][CH2:12][C:13]2[CH:18]=[CH:17][CH:16]=[CH:15][N:14]=2)(=[O:10])=[O:9])=[CH:4][CH:3]=1.Br[CH2:20][C:21]1[CH:26]=[CH:25][C:24]([C:27]#[N:28])=[CH:23][CH:22]=1.C(=O)([O-])[O-].[K+].[K+]. (3) Given the product [F:1][C:2]1[CH:3]=[C:4]2[C:8](=[CH:9][CH:10]=1)[N:7]([S:33]([C:27]1[CH:32]=[CH:31][CH:30]=[CH:29][CH:28]=1)(=[O:35])=[O:34])[CH:6]=[C:5]2[CH2:11][CH:12]1[CH2:13][CH2:14][N:15]([C:18]([O:20][C:21]([CH3:24])([CH3:23])[CH3:22])=[O:19])[CH2:16][CH2:17]1, predict the reactants needed to synthesize it. The reactants are: [F:1][C:2]1[CH:3]=[C:4]2[C:8](=[CH:9][CH:10]=1)[NH:7][CH:6]=[C:5]2[CH2:11][CH:12]1[CH2:17][CH2:16][N:15]([C:18]([O:20][C:21]([CH3:24])([CH3:23])[CH3:22])=[O:19])[CH2:14][CH2:13]1.[H-].[Na+].[C:27]1([S:33](Cl)(=[O:35])=[O:34])[CH:32]=[CH:31][CH:30]=[CH:29][CH:28]=1. (4) The reactants are: [C:1]([O:5][C:6]([NH:8][C@@H:9]([CH2:13][CH:14]=[CH2:15])[C:10]([OH:12])=[O:11])=[O:7])([CH3:4])([CH3:3])[CH3:2].[CH:16]1(O)[CH2:20][CH2:19][CH2:18][CH2:17]1.C(Cl)CCl. Given the product [C:1]([O:5][C:6]([NH:8][C@@H:9]([CH2:13][CH:14]=[CH2:15])[C:10]([O:12][CH:16]1[CH2:20][CH2:19][CH2:18][CH2:17]1)=[O:11])=[O:7])([CH3:4])([CH3:3])[CH3:2], predict the reactants needed to synthesize it. (5) Given the product [F:32][C:2]([F:1])([F:31])[C:3]1[N:8]=[C:7]2[CH2:9][NH:10][CH2:11][C:6]2=[CH:5][CH:4]=1, predict the reactants needed to synthesize it. The reactants are: [F:1][C:2]([F:32])([F:31])[C:3]1[N:8]=[C:7]2[CH2:9][N:10](C(C3C=CC=CC=3)(C3C=CC=CC=3)C3C=CC=CC=3)[CH2:11][C:6]2=[CH:5][CH:4]=1.FC(F)(F)C(O)=O. (6) Given the product [CH3:25][S:26]([NH:29][C:30]1[CH:35]=[CH:34][C:33]([NH2:36])=[CH:32][CH:31]=1)(=[O:28])=[O:27], predict the reactants needed to synthesize it. The reactants are: [N+](C1C=CC(N)=CC=1)([O-])=O.CS(Cl)(=O)=O.CN(C)C1C=CC=CC=1.[CH3:25][S:26]([NH:29][C:30]1[CH:35]=[CH:34][C:33]([N+:36]([O-])=O)=[CH:32][CH:31]=1)(=[O:28])=[O:27].S(S([O-])=O)([O-])=O.[Na+].[Na+]. (7) Given the product [Br:1][C:2]1[CH:13]=[N:12][C:5]2=[N:6][C:7]([N:25]3[CH2:26][CH2:27][C@@H:23]([N:15]([CH3:14])[C:16](=[O:22])[O:17][C:18]([CH3:19])([CH3:20])[CH3:21])[CH2:24]3)=[C:8]([Cl:10])[N:9]=[C:4]2[CH:3]=1, predict the reactants needed to synthesize it. The reactants are: [Br:1][C:2]1[CH:13]=[N:12][C:5]2=[N:6][C:7](Cl)=[C:8]([Cl:10])[N:9]=[C:4]2[CH:3]=1.[CH3:14][N:15]([C@@H:23]1[CH2:27][CH2:26][NH:25][CH2:24]1)[C:16](=[O:22])[O:17][C:18]([CH3:21])([CH3:20])[CH3:19]. (8) Given the product [CH3:35][O:34][NH:33][C:32]([C:12]1[C:13](=[O:31])[C:14]2[CH:19]=[N:18][C:17]([NH:20][C:21]3[CH:26]=[CH:25][C:24]([CH2:27][C:28](=[O:29])[NH:49][N:50]4[CH2:55][CH2:54][CH2:53][CH2:52][CH2:51]4)=[CH:23][CH:22]=3)=[N:16][C:15]=2[N:10]([C:6]2[CH:5]=[C:4]3[C:9](=[CH:8][CH:7]=2)[CH2:1][CH2:2][CH2:3]3)[CH:11]=1)=[O:36], predict the reactants needed to synthesize it. The reactants are: [CH2:1]1[C:9]2[C:4](=[CH:5][C:6]([N:10]3[C:15]4[N:16]=[C:17]([NH:20][C:21]5[CH:26]=[CH:25][C:24]([CH2:27][C:28](O)=[O:29])=[CH:23][CH:22]=5)[N:18]=[CH:19][C:14]=4[C:13](=[O:31])[C:12]([C:32](=[O:36])[NH:33][O:34][CH3:35])=[CH:11]3)=[CH:7][CH:8]=2)[CH2:3][CH2:2]1.C(N1C=CN=C1)(N1C=CN=C1)=O.[NH2:49][N:50]1[CH2:55][CH2:54][CH2:53][CH2:52][CH2:51]1.O. (9) The reactants are: [CH2:1]([O:8][C:9](=[O:38])[C@@H:10]1[CH2:14]CC[N:11]1[C:15](=[O:37])[CH2:16][CH2:17][C:18](=[O:36])[C@@H:19]([NH:27][C:28](=[O:35])[C:29]1[CH:34]=[CH:33][CH:32]=[CH:31][CH:30]=1)[CH2:20][C:21]1[CH:26]=[CH:25][CH:24]=[CH:23][CH:22]=1)C1C=CC=CC=1.C(N[C@@H](C[C:40]1[CH:45]=[CH:44][CH:43]=[CH:42][CH:41]=1)C(=O)CCC(O)=O)(=O)[C:40]1[CH:45]=[CH:44][CH:43]=[CH:42][CH:41]=1.COC(=O)[C@H](CC1C=CC=CC=1)N.O.ON1C2C=CC=CC=2N=N1.CCN(C(C)C)C(C)C. Given the product [CH3:1][O:8][C:9](=[O:38])[C@H:10]([CH2:14][C:40]1[CH:45]=[CH:44][CH:43]=[CH:42][CH:41]=1)[NH:11][C:15](=[O:37])[CH2:16][CH2:17][C:18](=[O:36])[C@@H:19]([NH:27][C:28](=[O:35])[C:29]1[CH:34]=[CH:33][CH:32]=[CH:31][CH:30]=1)[CH2:20][C:21]1[CH:26]=[CH:25][CH:24]=[CH:23][CH:22]=1, predict the reactants needed to synthesize it. (10) Given the product [C:20]([O:19][C:17]([NH:16][CH2:15][CH2:14][CH2:13][C@H:12]([NH:11][C:9](=[O:10])[O:8][CH2:1][C:2]1[CH:3]=[CH:4][CH:5]=[CH:6][CH:7]=1)[C:24]([NH:36][CH2:35][CH2:34][NH:33][C:32]([O:31][C:27]([CH3:30])([CH3:29])[CH3:28])=[O:37])=[O:26])=[O:18])([CH3:21])([CH3:22])[CH3:23], predict the reactants needed to synthesize it. The reactants are: [CH2:1]([O:8][C:9]([NH:11][C@H:12]([C:24]([OH:26])=O)[CH2:13][CH2:14][CH2:15][NH:16][C:17]([O:19][C:20]([CH3:23])([CH3:22])[CH3:21])=[O:18])=[O:10])[C:2]1[CH:7]=[CH:6][CH:5]=[CH:4][CH:3]=1.[C:27]([O:31][C:32](=[O:37])[NH:33][CH2:34][CH2:35][NH2:36])([CH3:30])([CH3:29])[CH3:28].C(Cl)CCl.C1C=CC2N(O)N=NC=2C=1.